This data is from Forward reaction prediction with 1.9M reactions from USPTO patents (1976-2016). The task is: Predict the product of the given reaction. (1) The product is: [C:26]1(=[O:35])[C:27]2[C:32](=[CH:31][CH:30]=[CH:29][CH:28]=2)[C:33](=[O:34])[NH:25]1. Given the reactants C(OC(N1CCC[C@H](OC2C=C3C(=CC=2)C([N:25]2[C:33](=[O:34])[C:32]4[C:27](=[CH:28][CH:29]=[CH:30][CH:31]=4)[C:26]2=[O:35])=NC=C3)C1)=O)(C)(C)C, predict the reaction product. (2) Given the reactants CC(C)([O-])C.[K+].[CH2:7]([O:14][C:15]1[CH:16]=[C:17]([CH:31]=[CH:32][CH:33]=1)[C:18]([NH:20][C:21]1[CH:26]=[CH:25][CH:24]=[CH:23][C:22]=1[S:27]([NH2:30])(=[O:29])=[O:28])=[O:19])[C:8]1[CH:13]=[CH:12][CH:11]=[CH:10][CH:9]=1.[CH:34]1([C:40](Cl)=[O:41])[CH2:39][CH2:38][CH2:37][CH2:36][CH2:35]1.[Cl-].[NH4+], predict the reaction product. The product is: [CH2:7]([O:14][C:15]1[CH:16]=[C:17]([CH:31]=[CH:32][CH:33]=1)[C:18]([NH:20][C:21]1[CH:26]=[CH:25][CH:24]=[CH:23][C:22]=1[S:27]([NH:30][C:40]([CH:34]1[CH2:39][CH2:38][CH2:37][CH2:36][CH2:35]1)=[O:41])(=[O:29])=[O:28])=[O:19])[C:8]1[CH:9]=[CH:10][CH:11]=[CH:12][CH:13]=1.